This data is from Peptide-MHC class I binding affinity with 185,985 pairs from IEDB/IMGT. The task is: Regression. Given a peptide amino acid sequence and an MHC pseudo amino acid sequence, predict their binding affinity value. This is MHC class I binding data. (1) The peptide sequence is TMKFKGTVD. The MHC is HLA-A26:01 with pseudo-sequence HLA-A26:01. The binding affinity (normalized) is 0.0847. (2) The MHC is HLA-A26:02 with pseudo-sequence HLA-A26:02. The binding affinity (normalized) is 0.0847. The peptide sequence is YYLEKANKI.